From a dataset of Forward reaction prediction with 1.9M reactions from USPTO patents (1976-2016). Predict the product of the given reaction. (1) Given the reactants [Br:1][C:2]1[CH:3]=[CH:4][C:5]([F:21])=[C:6]([C@@:8]2([CH3:20])[NH:16][C:15](=O)[C:11]3([CH2:14][CH2:13][CH2:12]3)[S:10](=[O:19])(=[O:18])[CH2:9]2)[CH:7]=1.COC1C=CC(P2(SP(C3C=CC(OC)=CC=3)(=S)S2)=[S:31])=CC=1.C([O-])(O)=O.[Na+], predict the reaction product. The product is: [Br:1][C:2]1[CH:3]=[CH:4][C:5]([F:21])=[C:6]([C@@:8]2([CH3:20])[NH:16][C:15](=[S:31])[C:11]3([CH2:14][CH2:13][CH2:12]3)[S:10](=[O:19])(=[O:18])[CH2:9]2)[CH:7]=1. (2) Given the reactants [O:1]=[C:2]1[N:8]([CH:9]2[CH2:14][CH2:13][N:12]([C:15]([O:17][C@H:18]([CH2:28][C:29]3[CH:38]=[C:37]([CH3:39])[C:32]4[NH:33][C:34](=[O:36])[O:35][C:31]=4[CH:30]=3)[C:19](=[O:27])[N:20]3[CH2:25][CH2:24][C:23](=O)[CH2:22][CH2:21]3)=[O:16])[CH2:11][CH2:10]2)[CH2:7][CH2:6][C:5]2[CH:40]=[CH:41][CH:42]=[CH:43][C:4]=2[NH:3]1.[NH:44]1[CH2:49][CH2:48][S:47](=[O:50])[CH2:46][CH2:45]1.CC(O)=O.C(O[BH-](OC(=O)C)OC(=O)C)(=O)C.[Na+], predict the reaction product. The product is: [O:1]=[C:2]1[N:8]([CH:9]2[CH2:10][CH2:11][N:12]([C:15]([O:17][C@H:18]([CH2:28][C:29]3[CH:38]=[C:37]([CH3:39])[C:32]4[NH:33][C:34](=[O:36])[O:35][C:31]=4[CH:30]=3)[C:19](=[O:27])[N:20]3[CH2:21][CH2:22][CH:23]([N:44]4[CH2:49][CH2:48][S:47](=[O:50])[CH2:46][CH2:45]4)[CH2:24][CH2:25]3)=[O:16])[CH2:13][CH2:14]2)[CH2:7][CH2:6][C:5]2[CH:40]=[CH:41][CH:42]=[CH:43][C:4]=2[NH:3]1. (3) Given the reactants [NH2:1][C@@H:2]1[CH2:6][CH2:5][N:4]([C:7](OC(C)(C)C)=O)[CH2:3]1.C([N:16](CC)CC)C.[Br:21][C:22]1[CH:23]=[C:24]([S:28](Cl)(=[O:30])=[O:29])[CH:25]=[CH:26][CH:27]=1.CCN(C(C)C)C(C)C.BrC#N, predict the reaction product. The product is: [Br:21][C:22]1[CH:23]=[C:24]([S:28]([NH:1][C@@H:2]2[CH2:6][CH2:5][N:4]([C:7]#[N:16])[CH2:3]2)(=[O:30])=[O:29])[CH:25]=[CH:26][CH:27]=1. (4) Given the reactants F[C:2]1[C:11]([CH3:12])=[CH:10][C:5]([C:6]([O:8]C)=[O:7])=[CH:4][N:3]=1.[F:13][C:14]([F:18])([F:17])[CH2:15][NH2:16].Cl, predict the reaction product. The product is: [CH3:12][C:11]1[C:2]([NH:16][CH2:15][C:14]([F:18])([F:17])[F:13])=[N:3][CH:4]=[C:5]([CH:10]=1)[C:6]([OH:8])=[O:7]. (5) Given the reactants [CH3:1][O:2][C:3]1[CH:9]=[CH:8][CH:7]=[CH:6][C:4]=1[NH2:5].C1(CN)CCCCC1.[O:18]=[C:19]1[C:27]2([CH2:31][O:30][C:29]3[CH:32]=[C:33]4[C:37](=[CH:38][C:28]2=3)[CH2:36][CH2:35][O:34]4)[C:26]2[C:21](=[CH:22][CH:23]=[CH:24][CH:25]=2)[N:20]1[CH2:39][C:40]1[CH:48]=[CH:47][C:43]([C:44](O)=[O:45])=[CH:42][CH:41]=1.O=C1C2(COC3C=C4C(=CC2=3)CCO4)C2C(=CC=CC=2)N1CC1C=C(C=CC=1)C(O)=O, predict the reaction product. The product is: [CH3:1][O:2][C:3]1[CH:9]=[CH:8][CH:7]=[CH:6][C:4]=1[NH:5][C:44](=[O:45])[C:43]1[CH:47]=[CH:48][C:40]([CH2:39][N:20]2[C:21]3[C:26](=[CH:25][CH:24]=[CH:23][CH:22]=3)[C:27]3([CH2:31][O:30][C:29]4[CH:32]=[C:33]5[C:37](=[CH:38][C:28]3=4)[CH2:36][CH2:35][O:34]5)[C:19]2=[O:18])=[CH:41][CH:42]=1. (6) Given the reactants C(C1C=CC=CC=1CCN)#C.Cl.[C:13]1([CH:19]([CH2:48][CH:49](C)C)[CH2:20][N:21]([CH2:34][CH2:35][CH2:36][O:37][C:38]2[CH2:39][C:40](=[CH:44][C:45]([OH:47])=[O:46])[CH:41]=[CH:42][CH:43]=2)[CH2:22][C:23]2[CH:28]=[CH:27][CH:26]=[C:25]([C:29]([F:32])([F:31])[F:30])[C:24]=2[Cl:33])[CH:18]=[CH:17][CH:16]=[CH:15][CH:14]=1, predict the reaction product. The product is: [C:13]1([CH:19]([C:48]#[CH:49])[CH2:20][N:21]([CH2:34][CH2:35][CH2:36][O:37][C:38]2[CH2:39][C:40](=[CH:44][C:45]([OH:47])=[O:46])[CH:41]=[CH:42][CH:43]=2)[CH2:22][C:23]2[CH:28]=[CH:27][CH:26]=[C:25]([C:29]([F:30])([F:32])[F:31])[C:24]=2[Cl:33])[CH:14]=[CH:15][CH:16]=[CH:17][CH:18]=1. (7) Given the reactants [CH2:1]=O.[NH2:3][CH2:4][CH2:5][CH:6]1[CH2:11][CH2:10][O:9][CH2:8][CH2:7]1.[Cl:12][C:13]1[CH:14]=[C:15]([CH:30]=[CH:31][C:32]=1[Cl:33])[CH2:16][N:17]([CH3:29])[C:18](=[O:28])[CH:19]=[C:20]1[C:24](=[O:25])OC(C)(C)[O:21]1, predict the reaction product. The product is: [Cl:12][C:13]1[CH:14]=[C:15]([CH:30]=[CH:31][C:32]=1[Cl:33])[CH2:16][N:17]([CH3:29])[C:18]([C:19]1[CH2:1][N:3]([CH2:4][CH2:5][CH:6]2[CH2:11][CH2:10][O:9][CH2:8][CH2:7]2)[C:24](=[O:25])[C:20]=1[OH:21])=[O:28]. (8) Given the reactants C[NH:2]C(C1N(CC2N3C=C(C)C=CC3=NC=2C2C=CC(C)=CC=2)N=CN=1)=O.[Cl:28][C:29]1[CH:34]=[CH:33][C:32]([C:35]2[N:36]=[C:37]3[CH:42]=[CH:41][CH:40]=[N:39][N:38]3[C:43]=2[CH2:44][N:45]2[CH:49]=[CH:48][N:47]=[C:46]2[C:50]([O:52]C)=O)=[CH:31][CH:30]=1.N, predict the reaction product. The product is: [Cl:28][C:29]1[CH:34]=[CH:33][C:32]([C:35]2[N:36]=[C:37]3[CH:42]=[CH:41][CH:40]=[N:39][N:38]3[C:43]=2[CH2:44][N:45]2[CH:49]=[CH:48][N:47]=[C:46]2[C:50]([NH2:2])=[O:52])=[CH:31][CH:30]=1. (9) Given the reactants C(Cl)(Cl)(Cl)Cl.[Cl:6][C:7]1[CH:16]=[C:15]2[C:10]([CH2:11][C:12]([CH3:32])([CH3:31])[C:13](=[O:30])[N:14]2[CH:17]2[CH2:22][CH2:21][N:20]([C:23]([O:25][C:26]([CH3:29])([CH3:28])[CH3:27])=[O:24])[CH2:19][CH2:18]2)=[N:9][CH:8]=1.[Br:33]N1C(=O)CCC1=O.N(C(C)(C)C#N)=NC(C)(C)C#N, predict the reaction product. The product is: [Br:33][CH:11]1[C:10]2[C:15](=[CH:16][C:7]([Cl:6])=[CH:8][N:9]=2)[N:14]([CH:17]2[CH2:22][CH2:21][N:20]([C:23]([O:25][C:26]([CH3:27])([CH3:29])[CH3:28])=[O:24])[CH2:19][CH2:18]2)[C:13](=[O:30])[C:12]1([CH3:32])[CH3:31]. (10) Given the reactants O[C:2]1[C:7]([C:8]([C:10]2[CH:15]=[CH:14][CH:13]=[CH:12][CH:11]=2)=[O:9])=[CH:6][N:5]=[C:4]2[N:16]([C:19]3[CH:24]=[CH:23][CH:22]=[CH:21][CH:20]=3)[N:17]=[CH:18][C:3]=12.P(Cl)(Cl)([Cl:27])=O.[OH-].[Na+], predict the reaction product. The product is: [Cl:27][C:2]1[C:7]([C:8]([C:10]2[CH:15]=[CH:14][CH:13]=[CH:12][CH:11]=2)=[O:9])=[CH:6][N:5]=[C:4]2[N:16]([C:19]3[CH:24]=[CH:23][CH:22]=[CH:21][CH:20]=3)[N:17]=[CH:18][C:3]=12.